From a dataset of Full USPTO retrosynthesis dataset with 1.9M reactions from patents (1976-2016). Predict the reactants needed to synthesize the given product. (1) Given the product [Br:1][C:2]1[CH:3]=[CH:4][C:5](/[CH:8]=[CH:9]/[CH2:10][OH:11])=[CH:6][CH:7]=1, predict the reactants needed to synthesize it. The reactants are: [Br:1][C:2]1[CH:7]=[CH:6][C:5](/[CH:8]=[CH:9]/[C:10](OCC)=[O:11])=[CH:4][CH:3]=1.[H-].C([Al+]CC(C)C)C(C)C.[OH-].[Na+]. (2) Given the product [CH3:8][C:9]1[CH:14]=[C:13]([CH3:15])[CH:12]=[CH:11][C:10]=1[C:16]1[CH:17]=[C:18]([CH3:19])[N:7]=[N:6][C:21]=1[NH2:22], predict the reactants needed to synthesize it. The reactants are: C(O)(=O)C.O.[NH2:6][NH2:7].[CH3:8][C:9]1[CH:14]=[C:13]([CH3:15])[CH:12]=[CH:11][C:10]=1[CH:16]([C:21]#[N:22])[CH2:17][C:18](=O)[CH3:19]. (3) Given the product [CH3:13][N:4]1[C:5]2=[N:6][C:7]([S:11][CH3:12])=[N:8][CH:9]=[C:10]2[C:2]([C:28]2[CH:34]=[CH:33][C:31]([NH2:32])=[CH:30][CH:29]=2)=[N:3]1, predict the reactants needed to synthesize it. The reactants are: Br[C:2]1[C:10]2[C:5](=[N:6][C:7]([S:11][CH3:12])=[N:8][CH:9]=2)[N:4]([CH3:13])[N:3]=1.C(=O)([O-])[O-].[K+].[K+].CC1(C)C(C)(C)OB([C:28]2[CH:34]=[CH:33][C:31]([NH2:32])=[CH:30][CH:29]=2)O1. (4) Given the product [CH2:21]([O:28][C:29](=[O:42])[NH:30][CH:31]([CH2:32][C:33]1[CH:38]=[CH:37][CH:36]=[CH:35][CH:34]=1)[CH:39]([OH:40])[CH2:41][CH:5]([S:6]([C:9]1[CH:10]=[CH:11][CH:12]=[CH:13][CH:14]=1)(=[O:7])=[O:8])[CH2:4][CH2:3][CH:2]([CH3:15])[CH3:1])[C:22]1[CH:23]=[CH:24][CH:25]=[CH:26][CH:27]=1, predict the reactants needed to synthesize it. The reactants are: [CH3:1][CH:2]([CH3:15])[CH2:3][CH2:4][CH2:5][S:6]([C:9]1[CH:14]=[CH:13][CH:12]=[CH:11][CH:10]=1)(=[O:8])=[O:7].C([Li])CCC.[CH2:21]([O:28][C:29](=[O:42])[NH:30][CH:31]([CH:39]1[CH2:41][O:40]1)[CH2:32][C:33]1[CH:38]=[CH:37][CH:36]=[CH:35][CH:34]=1)[C:22]1[CH:27]=[CH:26][CH:25]=[CH:24][CH:23]=1.